From a dataset of Experimentally validated miRNA-target interactions with 360,000+ pairs, plus equal number of negative samples. Binary Classification. Given a miRNA mature sequence and a target amino acid sequence, predict their likelihood of interaction. (1) The miRNA is hsa-miR-520d-5p with sequence CUACAAAGGGAAGCCCUUUC. The protein sequence of the target gene is MGNSLLRENRRQQNTQEMPWNVRMQSPKQRTSRCWDHHIAEGCFCLPWKKILIFEKRQDSQNENERMSSTPIQDNVDQTYSEELCYTLINHRVLCTRPSGNSAEEYYENVPCKAERPRESLGGTETEYSLLHMPSTDPRHARSPEDEYELLMPHRISSHFLQQPRPLMAPSETQFSHL. Result: 0 (no interaction). (2) The miRNA is hsa-miR-8065 with sequence UGUAGGAACAGUUGAAUUUUGGCU. The protein sequence of the target gene is MMALGAAGATRVFVAMVAAALGGHPLLGVSATLNSVLNSNAIKNLPPPLGGAAGHPGSAVSAAPGILYPGGNKYQTIDNYQPYPCAEDEECGTDEYCASPTRGGDAGVQICLACRKRRKRCMRHAMCCPGNYCKNGICVSSDQNHFRGEIEETITESFGNDHSTLDGYSRRTTLSSKMYHTKGQEGSVCLRSSDCASGLCCARHFWSKICKPVLKEGQVCTKHRRKGSHGLEIFQRCYCGEGLSCRIQKDHHQASNSSRLHTCQRH. Result: 0 (no interaction). (3) The miRNA is hsa-miR-4787-3p with sequence GAUGCGCCGCCCACUGCCCCGCGC. The protein sequence of the target gene is MDCKVHMETTVSRPVLSPTHINATASETFTVLQQRMRIVEEQTSSLRDDLIMLDFGEKRGYLEAPDCLEDLDSQKVISPIQNEAICAGKTDILWKNCEFLVNRMCRLESLMQSLKMNIFRLQTEKDLNPQKTAFLKDRLNAIQEEHSKDLKLLHLEVMNLRQQLRAVKEEEDKAQDEVQRLTATLKIASQTKKNAAIIEEELKTTKRKMNLKIQELRRQLAQEKYLRESLEKSASAMLLKIQEMGSTVEVERKQVHILQQNCIALRDSIQSAQELLAQEQKKKEELEIATSQLKSDLTSR.... Result: 0 (no interaction). (4) The miRNA is hsa-miR-5003-3p with sequence UACUUUUCUAGGUUGUUGGGG. The protein sequence of the target gene is MGVSSRARWVALGLGVLGLLCAALGVIMILMVPSLIKQQVLKNVRIDPSSLSFGMWKEIPVPFYLSVYFFEVVNPSEVLNGQKPVVRERGPYVYREFRQKVNITFNDNDTVSYIENRSLRFQPDRSQGSESDYIVLPNILVLGGAVMMEDKPTSLKLLMTLGLVTMGQRAFMNRTVGEILWGYEDPFVNFLSKYFPDMFPIKGKFGLFVGMNDSSSGVFTVFTGVQNFSKIHLVDKWNGLSEVNYWHSEQCNMINGTAGQMWAPFMTPESSLEFFSPEACRSMKLTYQESRVFEGIPTYR.... Result: 0 (no interaction). (5) The miRNA is mmu-miR-499-3p with sequence GAACAUCACAGCAAGUCUGUGCU. The protein sequence of the target gene is MKKTQTWIITCIYLQLLLFNPLVKTKEICGNPVTDNVKDITKLVANLPNDYMITLNYVAGMDVLPSHCWLRDMVIQLSLSLTTLLDKFSNISEGLSNYSIIDKLGKIVDDLVLCMEENAPKNIKESPKRPETRSFTPEEFFSIFNRSIDAFKDFMVASDTSDCVLSSTLGPEKDSRVSVTKPFMLPPVAASSLRNDSSSSNRKAAKAPEDSGLQWTAMALPALISLVIGFAFGALYWKKKQSSLTRAVENIQINEEDNEISMLQQKEREFQEV. Result: 0 (no interaction).